This data is from Forward reaction prediction with 1.9M reactions from USPTO patents (1976-2016). The task is: Predict the product of the given reaction. (1) The product is: [CH3:29][O:30][C:31]1[CH:32]=[C:33]2[C:38](=[CH:39][C:40]=1[O:41][CH3:42])[N:37]=[CH:36][N:35]=[C:34]2[O:43][C:44]1[CH:45]=[C:46]([NH:47][C:13]([NH:12][C:10]2[N:9]([C:22]3[CH:23]=[CH:24][CH:25]=[CH:26][CH:27]=3)[N:8]=[C:7]([C:2]([F:1])([F:28])[C:3]([F:4])([F:6])[F:5])[CH:11]=2)=[O:21])[CH:48]=[CH:49][CH:50]=1. Given the reactants [F:1][C:2]([F:28])([C:7]1[CH:11]=[C:10]([NH:12][C:13](=[O:21])OC2C=CC=CC=2)[N:9]([C:22]2[CH:27]=[CH:26][CH:25]=[CH:24][CH:23]=2)[N:8]=1)[C:3]([F:6])([F:5])[F:4].[CH3:29][O:30][C:31]1[CH:32]=[C:33]2[C:38](=[CH:39][C:40]=1[O:41][CH3:42])[N:37]=[CH:36][N:35]=[C:34]2[O:43][C:44]1[CH:45]=[C:46]([CH:48]=[CH:49][CH:50]=1)[NH2:47].C(N(C(C)C)CC)C, predict the reaction product. (2) Given the reactants [Br:1][C:2]1[CH:3]=[C:4]([CH:8]=[C:9]([S:11][CH3:12])[CH:10]=1)[C:5]([OH:7])=[O:6].[C:13](Cl)(=O)C(Cl)=O.CO.C(N(CC)C(C)C)(C)C, predict the reaction product. The product is: [Br:1][C:2]1[CH:3]=[C:4]([CH:8]=[C:9]([S:11][CH3:12])[CH:10]=1)[C:5]([O:7][CH3:13])=[O:6]. (3) Given the reactants C(O[C:4]1[C:5](=[O:20])[C:6](=[O:19])[C:7]=1[NH:8][C:9]1[C:17]2[O:16][C:15](=[O:18])[NH:14][C:13]=2[CH:12]=[CH:11][CH:10]=1)C.[CH3:21][C:22]1[O:26][C:25]([CH:27]([NH2:33])[C:28]2([CH3:32])[CH2:31][O:30][CH2:29]2)=[CH:24][CH:23]=1, predict the reaction product. The product is: [CH3:21][C:22]1[O:26][C:25]([CH:27]([NH:33][C:4]2[C:5](=[O:20])[C:6](=[O:19])[C:7]=2[NH:8][C:9]2[C:17]3[O:16][C:15](=[O:18])[NH:14][C:13]=3[CH:12]=[CH:11][CH:10]=2)[C:28]2([CH3:32])[CH2:29][O:30][CH2:31]2)=[CH:24][CH:23]=1. (4) The product is: [CH3:1][O:2][C:3]1[CH:4]=[CH:5][C:6]([N+:12]([O-:14])=[O:13])=[C:7]([CH:11]=1)[NH2:17]. Given the reactants [CH3:1][O:2][C:3]1[CH:4]=[CH:5][C:6]([N+:12]([O-:14])=[O:13])=[C:7]([CH:11]=1)C(O)=O.CC[N:17](CC)CC, predict the reaction product.